From a dataset of Catalyst prediction with 721,799 reactions and 888 catalyst types from USPTO. Predict which catalyst facilitates the given reaction. (1) The catalyst class is: 119. Reactant: [NH2:1][C:2]1[S:3][CH:4]=[CH:5][C:6]=1[C:7]([O:9][CH3:10])=[O:8].[C:11](O[C:11]([O:12][C:13]([CH3:16])([CH3:15])[CH3:14])=[O:17])(=[O:17])[O:12][C:13]([CH3:16])([CH3:15])[CH3:14]. Product: [C:13]([O:12][C:11]([NH:1][C:2]1[S:3][CH:4]=[CH:5][C:6]=1[C:7]([O:9][CH3:10])=[O:8])=[O:17])([CH3:16])([CH3:15])[CH3:14]. (2) Reactant: [Cl:1][C:2]1[CH:3]=[C:4]([NH:9][C:10]2[C:19]3[C:14](=[CH:15][C:16](S(C4C=CC=CC=4)(=O)=O)=[C:17]([N+:20]([O-:22])=[O:21])[CH:18]=3)[N:13]=[CH:12][N:11]=2)[CH:5]=[CH:6][C:7]=1[F:8].[OH:32][C@H:33]1[CH2:37][CH2:36][O:35][CH2:34]1.C(O)(C)(C)C.C1COCC1. Product: [Cl:1][C:2]1[CH:3]=[C:4]([NH:9][C:10]2[C:19]3[C:14](=[CH:15][C:16]([O:32][C@H:33]4[CH2:37][CH2:36][O:35][CH2:34]4)=[C:17]([N+:20]([O-:22])=[O:21])[CH:18]=3)[N:13]=[CH:12][N:11]=2)[CH:5]=[CH:6][C:7]=1[F:8]. The catalyst class is: 136. (3) Reactant: [C:1]([O:5][C:6]([N:8]1[CH2:15][CH:14]2[N:16]([C:17]([O:19][C:20]([CH3:23])([CH3:22])[CH3:21])=[O:18])[CH:10]([CH2:11][C:12](=[O:24])[CH2:13]2)[CH2:9]1)=[O:7])([CH3:4])([CH3:3])[CH3:2].[H-].[Na+].[CH3:27][O:28][C:29](=O)[O:30]C. Product: [CH3:27][O:28][C:29]([CH:11]1[C:12](=[O:24])[CH2:13][CH:14]2[N:16]([C:17]([O:19][C:20]([CH3:23])([CH3:22])[CH3:21])=[O:18])[CH:10]1[CH2:9][N:8]([C:6]([O:5][C:1]([CH3:4])([CH3:3])[CH3:2])=[O:7])[CH2:15]2)=[O:30]. The catalyst class is: 49. (4) Reactant: [F:1][C:2]1[CH:3]=[C:4]([O:9][CH3:10])[CH:5]=[C:6]([F:8])[CH:7]=1.C([Li])CCC.CN(C)[CH:18]=[O:19]. Product: [F:1][C:2]1[CH:3]=[C:4]([O:9][CH3:10])[CH:5]=[C:6]([F:8])[C:7]=1[CH:18]=[O:19]. The catalyst class is: 7. (5) Reactant: [BH4-].[Na+].[CH3:3][S:4]([C:7]1[CH:12]=[CH:11][C:10]([C:13](=[O:34])[CH:14]([CH2:20][C:21]2[CH:26]=[CH:25][CH:24]=[C:23]([O:27][C:28]([F:33])([F:32])[CH:29]([F:31])[F:30])[CH:22]=2)[C:15]([O:17][CH2:18][CH3:19])=[O:16])=[CH:9][CH:8]=1)(=[O:6])=[O:5].Cl. Product: [CH3:3][S:4]([C:7]1[CH:12]=[CH:11][C:10]([CH:13]([OH:34])[CH:14]([CH2:20][C:21]2[CH:26]=[CH:25][CH:24]=[C:23]([O:27][C:28]([F:32])([F:33])[CH:29]([F:30])[F:31])[CH:22]=2)[C:15]([O:17][CH2:18][CH3:19])=[O:16])=[CH:9][CH:8]=1)(=[O:5])=[O:6]. The catalyst class is: 27. (6) Reactant: [C:1]1([S:11](Cl)(=[O:13])=[O:12])[C:10]2[C:5](=[CH:6][CH:7]=[CH:8][CH:9]=2)[CH:4]=[CH:3][CH:2]=1.[CH3:15][N:16]1[CH2:21][CH2:20][CH:19]([C:22]2[C:30]3[C:25](=[CH:26][CH:27]=[C:28]([NH2:31])[CH:29]=3)[NH:24][N:23]=2)[CH2:18][CH2:17]1. Product: [CH3:15][N:16]1[CH2:17][CH2:18][CH:19]([C:22]2[C:30]3[C:25](=[CH:26][CH:27]=[C:28]([NH:31][S:11]([C:1]4[C:10]5[C:5](=[CH:6][CH:7]=[CH:8][CH:9]=5)[CH:4]=[CH:3][CH:2]=4)(=[O:13])=[O:12])[CH:29]=3)[NH:24][N:23]=2)[CH2:20][CH2:21]1. The catalyst class is: 9. (7) Reactant: [Cl:1][C:2]1[CH:23]=[C:22]([Cl:24])[CH:21]=[CH:20][C:3]=1[CH2:4][O:5][C:6]1[CH:11]=[C:10]([O:12][CH:13]([CH3:15])[CH3:14])[CH:9]=[CH:8][C:7]=1[CH2:16][CH2:17][CH2:18][OH:19].O[C:26]1[CH:30]=[C:29]([CH2:31][CH2:32][C:33]([O:35]CC)=[O:34])[N:28]([CH2:38][CH:39]([CH3:41])[CH3:40])[N:27]=1.C(P(CCCC)CCCC)CCC.N(C(N1CCCCC1)=O)=NC(N1CCCCC1)=O.O1CCCC1CO.[OH-].[Na+].Cl. Product: [Cl:1][C:2]1[CH:23]=[C:22]([Cl:24])[CH:21]=[CH:20][C:3]=1[CH2:4][O:5][C:6]1[CH:11]=[C:10]([O:12][CH:13]([CH3:14])[CH3:15])[CH:9]=[CH:8][C:7]=1[CH2:16][CH2:17][CH2:18][O:19][C:26]1[CH:30]=[C:29]([CH2:31][CH2:32][C:33]([OH:35])=[O:34])[N:28]([CH2:38][CH:39]([CH3:41])[CH3:40])[N:27]=1. The catalyst class is: 7.